The task is: Regression. Given a peptide amino acid sequence and an MHC pseudo amino acid sequence, predict their binding affinity value. This is MHC class I binding data.. This data is from Peptide-MHC class I binding affinity with 185,985 pairs from IEDB/IMGT. (1) The peptide sequence is SFSFGGFTF. The MHC is HLA-B15:01 with pseudo-sequence HLA-B15:01. The binding affinity (normalized) is 0.664. (2) The peptide sequence is DLEKYNLAF. The MHC is HLA-A24:03 with pseudo-sequence HLA-A24:03. The binding affinity (normalized) is 0.0847. (3) The peptide sequence is AVDLSHFLR. The MHC is HLA-B45:01 with pseudo-sequence HLA-B45:01. The binding affinity (normalized) is 0. (4) The peptide sequence is KKYMLKHVVW. The MHC is Mamu-B52 with pseudo-sequence Mamu-B52. The binding affinity (normalized) is 0.395. (5) The peptide sequence is ALNHTKKWK. The MHC is HLA-A31:01 with pseudo-sequence HLA-A31:01. The binding affinity (normalized) is 0.421. (6) The peptide sequence is MTIREFPRK. The binding affinity (normalized) is 0. The MHC is H-2-Db with pseudo-sequence H-2-Db.